Dataset: Experimentally validated miRNA-target interactions with 360,000+ pairs, plus equal number of negative samples. Task: Binary Classification. Given a miRNA mature sequence and a target amino acid sequence, predict their likelihood of interaction. (1) The miRNA is mmu-miR-127-5p with sequence CUGAAGCUCAGAGGGCUCUGAU. The protein sequence of the target gene is MAVLGITVALLVWIATLLLVSIWKQIYRSWNLPPGPFPIPFFGNIFQLDLKDIPKSLTKLAKRFGPVFTLHLGQRRIVVLHGYKAVKEVLLNHKNEFSGRGDIPVFQEYKNKGIIFNNGPTWKDVRRFSLSILRDWGMGKQGNEARIQREAHFLVEELKKTKGQPFDPTFLIGCAPCNVIADILFNKRFDYDDKKCLELMSLFNENFYLLSTPWIQAYNYFSDYLQYLPGSHRKVMKNVSEIRQYTLGKAKEHLKSLDINCPRDVTDCLLIEMEKEKHSQEPMYTMENISVTLADLFFAG.... Result: 0 (no interaction). (2) The miRNA is hsa-miR-106a-3p with sequence CUGCAAUGUAAGCACUUCUUAC. Result: 0 (no interaction). The protein sequence of the target gene is MGAAARTLRLALGLLLLATLLRPADACSCSPVHPQQAFCNADVVIRAKAVSEKEVDSGNDIYGNPIKRIQYEIKQIKMFKGPEKDIEFIYTAPSSAVCGVSLDVGGKKEYLIAGKAEGDGKMHITLCDFIVPWDTLSTTQKKSLNHRYQMGCECKITRCPMIPCYISSPDECLWMDWVTEKNINGHQAKFFACIKRSDGSCAWYRGAAPPKQEFLDIEDP. (3) The miRNA is hsa-miR-6842-5p with sequence UGGGGGUGGUCUCUAGCCAAGG. The protein sequence of the target gene is MLDMSEARSQPPCSPSGTASSMSHVEDSDSDAPPSPAGSEGLGRAGVAVGGARGDPAEAADERFPACIRDAVSQVLKGYDWSLVPMPVRGGGGGALKAKPHVKRPMNAFMVWAQAARRKLADQYPHLHNAELSKTLGKLWRLLSESEKRPFVEEAERLRVQHKKDHPDYKYQPRRRKSAKAGHSDSDSGAELGPHPGGGAVYKAEAGLGDGHHHGDHTGQTHGPPTPPTTPKTELQQAGAKPELKLEGRRPVDSGRQNIDFSNVDISELSSEVMGTMDAFDVHEFDQYLPLGGPAPPEPG.... Result: 0 (no interaction). (4) Result: 0 (no interaction). The miRNA is hsa-miR-7159-5p with sequence UUCAACAAGGGUGUAGGAUGG. The protein sequence of the target gene is MPGPTPSGTNVGSSGRSPSKAVAARAAGSTVRQRKNASCGTRSAGRTTSAGTGGMWRFYTEDSPGLKVGPVPVLVMSLLFIAAVFMLHIWGKYTRS. (5) The miRNA is hsa-miR-4757-5p with sequence AGGCCUCUGUGACGUCACGGUGU. The protein sequence of the target gene is MASEELQKDLEEVKVLLEKATRKRVRDALTAEKSKIETEIKNKMQQKSQKKAELLDNEKPAAVVAPITTGYTVKISNYGWDQSDKFVKIYITLTGVHQVPTENVQVHFTERSFDLLVKNLNGKSYSMIVNNLLKPISVEGSSKKVKTDTVLILCRKKVENTRWDYLTQVEKECKEKEKPSYDTETDPSEGLMNVLKKIYEDGDDDMKRTINKAWVESREKQAKGDTEF. Result: 1 (interaction). (6) The miRNA is hsa-miR-4447 with sequence GGUGGGGGCUGUUGUUU. The protein sequence of the target gene is MTETREPAETGGYASLEEDDEDLSPGPEHSSDSEYTLSEPDSEEEEDEEEEEEETTDDPEYDPGYKVKQRLGGGRGGPSRRAPRAAQPPAQPCQLCGRSPLGEAPPGTPPCRLCCPATAPQEAPAPEGRALGEEEEEPPRAGEGRPAGREEEEEEEEEGTYHCTECEDSFDNLGELHGHFMLHARGEV. Result: 0 (no interaction). (7) The miRNA is hsa-miR-4727-5p with sequence AUCUGCCAGCUUCCACAGUGG. The protein sequence of the target gene is MPAAGPPLLLLGTPGSGKTALLFAAALEAAGEGQGPVLFLTRRPLQSMPRGTGTTLDPMRLQKIRFQYPPSTRELFRLLCSAHEAPGPAPSLLLLDGLEEYLAEDPEPQEAAYLIALLLDTAAHFSHRLGPGRDCGLMVALQTQEEAGSGDVLHLALLQRYFPAQCWLQPDAPGPGEHGLRACLEPGGLGPRTEWWVTFRSDGEMMIAPWPTQAGDPSSGKGSSSGGQP. Result: 0 (no interaction).